Task: Predict the reactants needed to synthesize the given product.. Dataset: Full USPTO retrosynthesis dataset with 1.9M reactions from patents (1976-2016) Given the product [CH3:15][O:16][NH:17][C:18]([C:20]1[C:21](=[O:43])[C:22]2[CH:27]=[N:26][C:25]([NH:1][C:2]3[CH:3]=[CH:4][C:5]([CH2:8][CH2:9][NH:10][S:11]([CH3:14])(=[O:13])=[O:12])=[CH:6][CH:7]=3)=[N:24][C:23]=2[N:32]([C:34]2[CH:35]=[C:36]3[C:40](=[CH:41][CH:42]=2)[CH2:39][CH2:38][CH2:37]3)[CH:33]=1)=[O:19], predict the reactants needed to synthesize it. The reactants are: [NH2:1][C:2]1[CH:7]=[CH:6][C:5]([CH2:8][CH2:9][NH:10][S:11]([CH3:14])(=[O:13])=[O:12])=[CH:4][CH:3]=1.[CH3:15][O:16][NH:17][C:18]([C:20]1[C:21](=[O:43])[C:22]2[CH:27]=[N:26][C:25](S(C)(=O)=O)=[N:24][C:23]=2[N:32]([C:34]2[CH:35]=[C:36]3[C:40](=[CH:41][CH:42]=2)[CH2:39][CH2:38][CH2:37]3)[CH:33]=1)=[O:19].